Dataset: Catalyst prediction with 721,799 reactions and 888 catalyst types from USPTO. Task: Predict which catalyst facilitates the given reaction. (1) Reactant: C[O:2][C:3](=O)[C:4]([CH2:6]Br)=[CH2:5].[CH3:9][N:10]=[CH:11][CH:12]=[CH:13][C:14]1[CH:19]=[CH:18][CH:17]=[CH:16][CH:15]=1.[NH4+].[Cl-]. Product: [CH3:9][N:10]1[CH:11]([CH:12]=[CH:13][C:14]2[CH:19]=[CH:18][CH:17]=[CH:16][CH:15]=2)[CH2:6][C:4](=[CH2:5])[C:3]1=[O:2]. The catalyst class is: 324. (2) Reactant: [C:1]([C:3]1[CH:4]=[C:5]([C:26]2[S:27][C:28]3[N:29]=[CH:30][N:31]=[CH:32][C:33]=3[N:34]=2)[CH:6]=[CH:7][C:8]=1[O:9][C:10]1[CH:15]=[CH:14][CH:13]=[CH:12][C:11]=1[C:16]([O:18]CC1C=CC=CC=1)=[O:17])#[N:2].[OH-].[Na+].Cl. Product: [C:1]([C:3]1[CH:4]=[C:5]([C:26]2[S:27][C:28]3[N:29]=[CH:30][N:31]=[CH:32][C:33]=3[N:34]=2)[CH:6]=[CH:7][C:8]=1[O:9][C:10]1[CH:15]=[CH:14][CH:13]=[CH:12][C:11]=1[C:16]([OH:18])=[O:17])#[N:2]. The catalyst class is: 1. (3) Reactant: [Cl:1][C:2]1[C:14]([Cl:15])=[CH:13][CH:12]=[CH:11][C:3]=1[CH2:4][CH:5]([C:8](=O)[CH3:9])[C:6]#[N:7].O.[NH2:17][NH2:18]. Product: [Cl:1][C:2]1[C:14]([Cl:15])=[CH:13][CH:12]=[CH:11][C:3]=1[CH2:4][C:5]1[C:8]([CH3:9])=[N:17][NH:18][C:6]=1[NH2:7]. The catalyst class is: 8. (4) Reactant: [Br:1][C:2]1[C:3]([Cl:13])=[C:4]2[C:9](=[CH:10][CH:11]=1)[NH:8][C:7](=O)[CH2:6][CH2:5]2.COC1C=CC(P2(SP(C3C=CC(OC)=CC=3)(=S)S2)=[S:23])=CC=1. Product: [Br:1][C:2]1[C:3]([Cl:13])=[C:4]2[C:9](=[CH:10][CH:11]=1)[NH:8][C:7](=[S:23])[CH2:6][CH2:5]2. The catalyst class is: 11. (5) Reactant: [F:1][C:2]([F:16])([F:15])[C:3]1[C:4]([N:9]2[CH2:14][CH2:13][NH:12][CH2:11][CH2:10]2)=[N:5][CH:6]=[CH:7][CH:8]=1.C(OC([NH:27][C:28](=[N:31]C(OCC1C=CC=CC=1)=O)SC)=O)C1C=CC=CC=1.C(N(CC)CC)C. Product: [F:16][C:2]([F:1])([F:15])[C:3]1[C:4]([N:9]2[CH2:10][CH2:11][N:12]([C:28]([NH2:31])=[NH:27])[CH2:13][CH2:14]2)=[N:5][CH:6]=[CH:7][CH:8]=1. The catalyst class is: 34.